From a dataset of Peptide-MHC class I binding affinity with 185,985 pairs from IEDB/IMGT. Regression. Given a peptide amino acid sequence and an MHC pseudo amino acid sequence, predict their binding affinity value. This is MHC class I binding data. (1) The peptide sequence is GLYLYRFHV. The MHC is HLA-A26:01 with pseudo-sequence HLA-A26:01. The binding affinity (normalized) is 0.0847. (2) The peptide sequence is RALAYDPAL. The MHC is BoLA-HD6 with pseudo-sequence BoLA-HD6. The binding affinity (normalized) is 0.387. (3) The peptide sequence is YCNYSKYWY. The MHC is HLA-A26:01 with pseudo-sequence HLA-A26:01. The binding affinity (normalized) is 0. (4) The peptide sequence is SLISIKSQVI. The MHC is H-2-Db with pseudo-sequence H-2-Db. The binding affinity (normalized) is 0.0346. (5) The peptide sequence is FMQPDNANL. The MHC is HLA-A02:01 with pseudo-sequence HLA-A02:01. The binding affinity (normalized) is 0.645. (6) The binding affinity (normalized) is 0.0382. The MHC is HLA-A66:01 with pseudo-sequence HLA-A66:01. The peptide sequence is SPGDLQTLAL. (7) The binding affinity (normalized) is 0. The MHC is H-2-Db with pseudo-sequence H-2-Db. The peptide sequence is RTYAPGAL.